This data is from HIV replication inhibition screening data with 41,000+ compounds from the AIDS Antiviral Screen. The task is: Binary Classification. Given a drug SMILES string, predict its activity (active/inactive) in a high-throughput screening assay against a specified biological target. (1) The compound is COC(=O)c1c(C)cc(OC(=O)c2c(C)cc(O)c(C=NO)c2O)c(C)c1O. The result is 0 (inactive). (2) The drug is COC(=O)CC(=O)C=P(c1ccccc1)(c1ccccc1)c1ccccc1. The result is 0 (inactive). (3) The molecule is CN(C)CCCN1C(=O)C2CCC(C)(C1=O)C2(C)C. The result is 0 (inactive). (4) The drug is CC(=O)C[PH](c1ccccc1)(c1ccccc1)c1ccccc1. The result is 0 (inactive). (5) The drug is Cc1nc(C)c(C(=O)NNC(=O)C[n+]2ccccc2)cc1C(=O)NNC(=O)C[n+]1ccccc1.[Cl-]. The result is 0 (inactive). (6) The compound is Cc1ccc(-c2cc(O)c3nc4ccccc4n3c2)cc1. The result is 0 (inactive). (7) The compound is CCOC(=O)C(=O)NNc1cc(=O)n(C)c(=O)n1C. The result is 0 (inactive). (8) The compound is Cc1cccc2c(NCCCN(C)C)c3c([N+](=O)[O-])ccc(C)c3nc12.Cl. The result is 0 (inactive). (9) The drug is CN(C)C(=S)N=c1ssc(=S)n1C1CCCCC1. The result is 0 (inactive).